This data is from Reaction yield outcomes from USPTO patents with 853,638 reactions. The task is: Predict the reaction yield, written as a fraction of the theoretical maximum amount of product (1.0 means a 100% yield; for example, 0.34 means a 34% yield). (1) The reactants are [Br:1][C:2]1[C:11]2[S:12][C:13]([CH3:16])=[C:14]([CH3:15])[C:10]=2[C:9]([C:17]2[CH:22]=[C:21]([CH:23]([CH3:25])[CH3:24])[C:20]([OH:26])=[C:19]([CH:27]([CH3:29])[CH3:28])[CH:18]=2)=[C:8]2[C:3]=1[CH:4]=[CH:5][CH:6]=[CH:7]2.Br[CH2:31][C:32]([O:34][CH3:35])=[O:33].C(=O)([O-])[O-].[K+].[K+]. The catalyst is CN(C)C=O.O. The product is [CH3:35][O:34][C:32](=[O:33])[CH2:31][O:26][C:20]1[C:21]([CH:23]([CH3:24])[CH3:25])=[CH:22][C:17]([C:9]2[C:10]3[C:14]([CH3:15])=[C:13]([CH3:16])[S:12][C:11]=3[C:2]([Br:1])=[C:3]3[C:8]=2[CH:7]=[CH:6][CH:5]=[CH:4]3)=[CH:18][C:19]=1[CH:27]([CH3:29])[CH3:28]. The yield is 0.870. (2) The reactants are [H-].[Na+].[CH3:3][N:4]1[CH:8]=[N:7][C:6]([C:9]([O-:11])=[O:10])=[N:5]1.[CH3:12][Si:13]([CH2:16][CH2:17][O:18]CCl)([CH3:15])[CH3:14].[CH3:21]N(C=O)C. The yield is 0.410. No catalyst specified. The product is [CH3:21][O:10][C:9]([C:6]1[N:7]=[CH:8][N:4]([CH2:3][O:18][CH2:17][CH2:16][Si:13]([CH3:15])([CH3:14])[CH3:12])[N:5]=1)=[O:11].